From a dataset of Full USPTO retrosynthesis dataset with 1.9M reactions from patents (1976-2016). Predict the reactants needed to synthesize the given product. Given the product [CH2:23]([O:22][P:20]([CH2:25][O:16][CH2:15][CH:11]([NH:10][C:8]([O:7][CH2:3][CH:6]1[C:46]2[CH:45]=[CH:44][CH:43]=[CH:55][C:47]=2[C:48]2[C:53]1=[CH:52][CH:51]=[CH:50][CH:49]=2)=[O:9])[C:12]([OH:14])=[O:13])([O:19][CH2:17][CH3:18])=[O:21])[CH3:24], predict the reactants needed to synthesize it. The reactants are: [H-].[Na+].[C:3]([O:7][C:8]([NH:10][CH:11]([CH2:15][OH:16])[C:12]([OH:14])=[O:13])=[O:9])([CH3:6])(C)C.[CH2:17]([O:19][P:20]([CH2:25]OS(C(F)(F)F)(=O)=O)([O:22][CH2:23][CH3:24])=[O:21])[CH3:18].CCN(C(C)C)C(C)C.[CH:43]1[C:55]2C(COC(=O)ON3C(=O)CCC3=O)[C:53]3[C:48](=[CH:49][CH:50]=[CH:51][CH:52]=3)[C:47]=2[CH:46]=[CH:45][CH:44]=1.